Dataset: Reaction yield outcomes from USPTO patents with 853,638 reactions. Task: Predict the reaction yield, written as a fraction of the theoretical maximum amount of product (1.0 means a 100% yield; for example, 0.34 means a 34% yield). (1) The reactants are Cl.Br[C:3]1[CH:4]=[C:5]2[C:11]([C:12]3[CH:17]=[CH:16][C:15]([O:18][CH2:19][CH2:20][CH2:21][N:22]4[CH2:27][CH2:26][CH2:25][CH2:24][CH2:23]4)=[CH:14][CH:13]=3)=[CH:10][NH:9][C:6]2=[N:7][CH:8]=1.[CH3:28][O:29][C:30]1[CH:31]=[C:32](B2OC(C)(C)C(C)(C)O2)[CH:33]=[CH:34][C:35]=1[O:36]CC1C=CC(OC)=CC=1.C(=O)([O-])[O-].[Na+].[Na+].C(=O)(O)[O-].[Na+]. The product is [CH3:28][O:29][C:30]1[CH:31]=[C:32]([C:3]2[CH:4]=[C:5]3[C:11]([C:12]4[CH:17]=[CH:16][C:15]([O:18][CH2:19][CH2:20][CH2:21][N:22]5[CH2:27][CH2:26][CH2:25][CH2:24][CH2:23]5)=[CH:14][CH:13]=4)=[CH:10][NH:9][C:6]3=[N:7][CH:8]=2)[CH:33]=[CH:34][C:35]=1[OH:36]. The catalyst is Cl[Pd-2](Cl)(P(C1C=CC=CC=1)(C1C=CC=CC=1)C1C=CC=CC=1)P(C1C=CC=CC=1)(C1C=CC=CC=1)C1C=CC=CC=1.ClCCl.C(#N)C. The yield is 0.0800. (2) The reactants are [N+:1]([C:4]1[CH:16]=[C:15]2[C:7](=[CH:8][C:9]3[C:14]2=[CH:13][CH:12]=[CH:11][CH:10]=3)[C:6](=[O:17])[C:5]=1[OH:18])([O-])=O.Cl[Sn]Cl.Cl.[OH-].[NH4+]. The catalyst is C(O)(=O)C. The product is [NH2:1][C:4]1[CH:16]=[C:15]2[C:7](=[CH:8][C:9]3[C:14]2=[CH:13][CH:12]=[CH:11][CH:10]=3)[C:6](=[O:17])[C:5]=1[OH:18]. The yield is 0.650. (3) The reactants are [CH3:1][O:2][C:3]1[CH:8]=[CH:7][C:6]([S:9]([N:12]2[CH2:17][CH2:16][N:15]([C:18](=[S:20])[NH2:19])[CH2:14][CH2:13]2)(=[O:11])=[O:10])=[CH:5][CH:4]=1.C([O-])(O)=O.[Na+].Cl[CH2:27][C:28](=O)[CH2:29][C:30]1[CH:31]=[C:32]([CH3:36])[CH:33]=[CH:34][CH:35]=1.N. The catalyst is CCO.ClCCCl.CCO. The product is [CH3:1][O:2][C:3]1[CH:4]=[CH:5][C:6]([S:9]([N:12]2[CH2:13][CH2:14][N:15]([C:18]3[S:20][CH:27]=[C:28]([CH2:29][C:30]4[CH:35]=[CH:34][CH:33]=[C:32]([CH3:36])[CH:31]=4)[N:19]=3)[CH2:16][CH2:17]2)(=[O:10])=[O:11])=[CH:7][CH:8]=1. The yield is 0.430. (4) The reactants are [OH:1][C:2]1[CH:9]=[C:8]([OH:10])[CH:7]=[CH:6][C:3]=1[CH:4]=[O:5].N1C=CC=CC=1.[C:17](Cl)(Cl)=[O:18].[C:21]([N:28]1[CH2:33][CH2:32][NH:31][CH2:30][CH2:29]1)([O:23][C:24]([CH3:27])([CH3:26])[CH3:25])=[O:22].C(N(CC)CC)C. The catalyst is C(Cl)Cl. The product is [N:28]1([C:21]([O:23][C:24]([CH3:27])([CH3:26])[CH3:25])=[O:22])[CH2:29][CH2:30][N:31]([C:17]([O:10][C:8]2[CH:7]=[CH:6][C:3]([CH:4]=[O:5])=[C:2]([OH:1])[CH:9]=2)=[O:18])[CH2:32][CH2:33]1. The yield is 0.140. (5) The reactants are [C:1]([O:5][C:6]([N:8]1[C:16]2[C:11](=[CH:12][CH:13]=[C:14]([Cl:17])[CH:15]=2)/[C:10](=[CH:18]/[C:19]2[CH:24]=[CH:23][CH:22]=[C:21]([Cl:25])[CH:20]=2)/[C:9]1=[O:26])=[O:7])([CH3:4])([CH3:3])[CH3:2].[CH3:27][C:28]1[CH:33]=[CH:32][CH:31]=[CH:30][C:29]=1[CH:34]=[N:35][C:36]([O:38][Si](C)(C)C)=[CH2:37]. The catalyst is C1(C)C=CC=CC=1. The product is [C:1]([O:5][C:6]([N:8]1[C:16]2[C:11](=[CH:12][CH:13]=[C:14]([Cl:17])[CH:15]=2)[C:10]2([CH:18]([C:19]3[CH:24]=[CH:23][CH:22]=[C:21]([Cl:25])[CH:20]=3)[CH2:37][C:36](=[O:38])[NH:35][CH:34]2[C:29]2[CH:30]=[CH:31][CH:32]=[CH:33][C:28]=2[CH3:27])[C:9]1=[O:26])=[O:7])([CH3:4])([CH3:2])[CH3:3]. The yield is 0.650. (6) The reactants are [CH2:1]([O:3][CH:4]([O:21][CH2:22][CH3:23])[C:5]1[O:13][C:12]2[C:11]([C:14]3[CH:15]=[C:16]([OH:20])[CH:17]=[CH:18][CH:19]=3)=[CH:10][N:9]=[CH:8][C:7]=2[CH:6]=1)[CH3:2].[H-].[Na+].F[C:27]1[CH:34]=[CH:33][CH:32]=[CH:31][C:28]=1[C:29]#[N:30]. The catalyst is O1CCCC1. The product is [CH2:22]([O:21][CH:4]([O:3][CH2:1][CH3:2])[C:5]1[O:13][C:12]2[C:11]([C:14]3[CH:15]=[C:16]([CH:17]=[CH:18][CH:19]=3)[O:20][C:27]3[CH:34]=[CH:33][CH:32]=[CH:31][C:28]=3[C:29]#[N:30])=[CH:10][N:9]=[CH:8][C:7]=2[CH:6]=1)[CH3:23]. The yield is 0.800. (7) The reactants are [OH:1][C:2]1([CH:16]2[CH2:21][CH2:20][CH2:19][CH2:18][N:17]2[C:22]([O:24][C:25]([CH3:28])([CH3:27])[CH3:26])=[O:23])[CH2:5][N:4](C(OCC2C=CC=CC=2)=O)[CH2:3]1. The catalyst is CO.[Pd]. The product is [OH:1][C:2]1([CH:16]2[CH2:21][CH2:20][CH2:19][CH2:18][N:17]2[C:22]([O:24][C:25]([CH3:28])([CH3:27])[CH3:26])=[O:23])[CH2:3][NH:4][CH2:5]1. The yield is 0.980.